This data is from Drug-target binding data from BindingDB using Kd measurements. The task is: Regression. Given a target protein amino acid sequence and a drug SMILES string, predict the binding affinity score between them. We predict pKd (pKd = -log10(Kd in M); higher means stronger binding). Dataset: bindingdb_kd. The compound is CO[C@@H]1[C@H](N(C)C(=O)c2ccccc2)C[C@H]2O[C@]1(C)n1c3ccccc3c3c4c(c5c6ccccc6n2c5c31)C(=O)NC4. The target protein (P20794) has sequence MNRYTTMRQLGDGTYGSVLMGKSNESGELVAIKRMKRKFYSWDECMNLREVKSLKKLNHANVIKLKEVIRENDHLYFIFEYMKENLYQLMKDRNKLFPESVIRNIMYQILQGLAFIHKHGFFHRDMKPENLLCMGPELVKIADFGLARELRSQPPYTDYVSTRWYRAPEVLLRSSVYSSPIDVWAVGSIMAELYMLRPLFPGTSEVDEIFKICQVLGTPKKSDWPEGYQLASSMNFRFPQCVPINLKTLIPNASNEAIQLMTEMLNWDPKKRPTASQALKHPYFQVGQVLGPSSNHLESKQSLNKQLQPLESKPSLVEVEPKPLPDIIDQVVGQPQPKTSQQPLQPIQPPQNLSVQQPPKQQSQEKPPQTLFPSIVKNMPTKPNGTLSHKSGRRRWGQTIFKSGDSWEELEDYDFGASHSKKPSMGVFKEKRKKDSPFRLPEPVPSGSNHSTGENKSLPAVTSLKSDSELSTAPTSKQYYLKQSRYLPGVNPKKVSLIAS.... The pKd is 5.0.